Dataset: NCI-60 drug combinations with 297,098 pairs across 59 cell lines. Task: Regression. Given two drug SMILES strings and cell line genomic features, predict the synergy score measuring deviation from expected non-interaction effect. (1) Drug 1: CC1C(C(=O)NC(C(=O)N2CCCC2C(=O)N(CC(=O)N(C(C(=O)O1)C(C)C)C)C)C(C)C)NC(=O)C3=C4C(=C(C=C3)C)OC5=C(C(=O)C(=C(C5=N4)C(=O)NC6C(OC(=O)C(N(C(=O)CN(C(=O)C7CCCN7C(=O)C(NC6=O)C(C)C)C)C)C(C)C)C)N)C. Drug 2: CC1=C(C(CCC1)(C)C)C=CC(=CC=CC(=CC(=O)O)C)C. Cell line: SNB-75. Synergy scores: CSS=21.9, Synergy_ZIP=8.98, Synergy_Bliss=12.6, Synergy_Loewe=8.24, Synergy_HSA=12.7. (2) Drug 1: COC1=NC(=NC2=C1N=CN2C3C(C(C(O3)CO)O)O)N. Drug 2: CC(C)NC(=O)C1=CC=C(C=C1)CNNC.Cl. Cell line: K-562. Synergy scores: CSS=-5.69, Synergy_ZIP=3.43, Synergy_Bliss=2.97, Synergy_Loewe=-7.93, Synergy_HSA=-8.53. (3) Drug 1: CC1C(C(CC(O1)OC2CC(CC3=C2C(=C4C(=C3O)C(=O)C5=C(C4=O)C(=CC=C5)OC)O)(C(=O)C)O)N)O.Cl. Drug 2: CNC(=O)C1=NC=CC(=C1)OC2=CC=C(C=C2)NC(=O)NC3=CC(=C(C=C3)Cl)C(F)(F)F. Cell line: T-47D. Synergy scores: CSS=27.6, Synergy_ZIP=-5.16, Synergy_Bliss=-1.76, Synergy_Loewe=-6.94, Synergy_HSA=-0.178. (4) Drug 1: C1C(C(OC1N2C=NC3=C(N=C(N=C32)Cl)N)CO)O. Drug 2: CC1CCC2CC(C(=CC=CC=CC(CC(C(=O)C(C(C(=CC(C(=O)CC(OC(=O)C3CCCCN3C(=O)C(=O)C1(O2)O)C(C)CC4CCC(C(C4)OC)OCCO)C)C)O)OC)C)C)C)OC. Cell line: CCRF-CEM. Synergy scores: CSS=66.1, Synergy_ZIP=4.70, Synergy_Bliss=4.03, Synergy_Loewe=-6.54, Synergy_HSA=3.44.